The task is: Predict which catalyst facilitates the given reaction.. This data is from Catalyst prediction with 721,799 reactions and 888 catalyst types from USPTO. (1) Reactant: [OH:1][CH2:2][CH2:3][CH2:4][N:5]1[C:14]2[CH:13]=[C:12]([C:15]([O:17]C)=[O:16])[CH:11]=[CH:10][C:9]=2[C:8]2[S:19][CH:20]=[CH:21][C:7]=2[C:6]1=[O:22].[Li+].[OH-].Cl. Product: [OH:1][CH2:2][CH2:3][CH2:4][N:5]1[C:14]2[CH:13]=[C:12]([C:15]([OH:17])=[O:16])[CH:11]=[CH:10][C:9]=2[C:8]2[S:19][CH:20]=[CH:21][C:7]=2[C:6]1=[O:22]. The catalyst class is: 87. (2) Reactant: [CH2:1]([C:5]1[N:9]=[C:8]([CH2:10][CH2:11][CH2:12][NH:13]C(OC(C)(C)C)=O)[N:7]([CH2:21][C:22]2[CH:27]=[CH:26][C:25]([C:28]3[CH:33]=[CH:32][CH:31]=[CH:30][C:29]=3[C:34]3[NH:38][N:37]=[N:36][N:35]=3)=[CH:24][CH:23]=2)[N:6]=1)[CH2:2][CH2:3][CH3:4]. Product: [CH2:1]([C:5]1[N:9]=[C:8]([CH2:10][CH2:11][CH2:12][NH2:13])[N:7]([CH2:21][C:22]2[CH:27]=[CH:26][C:25]([C:28]3[CH:33]=[CH:32][CH:31]=[CH:30][C:29]=3[C:34]3[NH:38][N:37]=[N:36][N:35]=3)=[CH:24][CH:23]=2)[N:6]=1)[CH2:2][CH2:3][CH3:4]. The catalyst class is: 89. (3) Reactant: [C:1]1([C:7]2[C:12]3[S:13][C:14]4[CH:19]=[CH:18][CH:17]=[CH:16][C:15]=4[C:11]=3[CH:10]=[CH:9][CH:8]=2)[CH:6]=[CH:5][CH:4]=[CH:3][CH:2]=1.[Li]CCCC.[B:25](OC)([O:28]C)[O:26]C.Cl. Product: [C:1]1([C:7]2[C:12]3[S:13][C:14]4[C:19]([B:25]([OH:28])[OH:26])=[CH:18][CH:17]=[CH:16][C:15]=4[C:11]=3[CH:10]=[CH:9][CH:8]=2)[CH:2]=[CH:3][CH:4]=[CH:5][CH:6]=1. The catalyst class is: 134. (4) Reactant: [CH3:1][C@@H:2]1[C:8](=[O:9])[NH:7][C@H:6]([CH3:10])[CH2:5][CH2:4][N:3]1C(OCC1C=CC=CC=1)=O. Product: [CH3:1][C@H:2]1[NH:3][CH2:4][CH2:5][C@@H:6]([CH3:10])[NH:7][C:8]1=[O:9]. The catalyst class is: 43. (5) Reactant: C([O:3][CH:4](OCC)[CH2:5][CH2:6][N:7]1[CH2:12][CH2:11][CH2:10][NH:9][C:8]1=[O:13])C. Product: [O:13]=[C:8]1[NH:9][CH2:10][CH2:11][CH2:12][N:7]1[CH2:6][CH2:5][CH:4]=[O:3]. The catalyst class is: 7. (6) Reactant: [Cl:1][C:2]1[CH:30]=[CH:29][CH:28]=[C:27]([C:31]([F:34])([F:33])[F:32])[C:3]=1[C:4]([N:6]1[C:14]2[C:9](=[C:10]([F:15])[CH:11]=[CH:12][CH:13]=2)[C:8]([N:16]2[CH2:21][CH2:20][CH:19]([C:22]([O:24]C)=[O:23])[CH:18]([CH3:26])[CH2:17]2)=[N:7]1)=[O:5].C1COCC1.O.[OH-].[Li+]. Product: [Cl:1][C:2]1[CH:30]=[CH:29][CH:28]=[C:27]([C:31]([F:33])([F:34])[F:32])[C:3]=1[C:4]([N:6]1[C:14]2[C:9](=[C:10]([F:15])[CH:11]=[CH:12][CH:13]=2)[C:8]([N:16]2[CH2:21][CH2:20][CH:19]([C:22]([OH:24])=[O:23])[CH:18]([CH3:26])[CH2:17]2)=[N:7]1)=[O:5]. The catalyst class is: 5.